The task is: Predict the product of the given reaction.. This data is from Forward reaction prediction with 1.9M reactions from USPTO patents (1976-2016). (1) Given the reactants [CH2:1]([O:3][C:4](=[O:17])[C:5](=[O:16])[CH2:6][C:7]([CH3:15])([C:9]1[CH:14]=[CH:13][CH:12]=[CH:11][CH:10]=1)[CH3:8])[CH3:2].[C:18]1([Mg]Cl)[CH:23]=[CH:22][CH:21]=[CH:20][CH:19]=1.C1COCC1, predict the reaction product. The product is: [CH2:1]([O:3][C:4](=[O:17])[C:5]([C:18]1[CH:23]=[CH:22][CH:21]=[CH:20][CH:19]=1)([OH:16])[CH2:6][C:7]([C:9]1[CH:14]=[CH:13][CH:12]=[CH:11][CH:10]=1)([CH3:8])[CH3:15])[CH3:2]. (2) Given the reactants [F:1][C:2]1[CH:17]=[CH:16][C:5]([O:6][C:7]2[CH:15]=[CH:14][CH:13]=[CH:12][C:8]=2[C:9]([OH:11])=O)=[C:4]([NH:18][C:19]([NH:21][C:22]2[S:23][CH:24]=[CH:25][N:26]=2)=[O:20])[CH:3]=1.[CH3:27][NH2:28].C1COCC1, predict the reaction product. The product is: [F:1][C:2]1[CH:17]=[CH:16][C:5]([O:6][C:7]2[CH:15]=[CH:14][CH:13]=[CH:12][C:8]=2[C:9]([NH:28][CH3:27])=[O:11])=[C:4]([NH:18][C:19]([NH:21][C:22]2[S:23][CH:24]=[CH:25][N:26]=2)=[O:20])[CH:3]=1. (3) Given the reactants CN1CCN(C([O:10][CH:11]2[N:20]([C:21]3[CH:22]=[CH:23][C:24]([Cl:27])=[CH:25][N:26]=3)[C:18](=[O:19])[C:13]3[N:14]=[CH:15][CH:16]=[N:17][C:12]2=3)=O)CC1.NC1C=CC(Cl)=CN=1.N1C=CN=C2C(OC(=O)C=12)=[O:43], predict the reaction product. The product is: [Cl:27][C:24]1[CH:23]=[CH:22][C:21]([NH:20][C:18]([C:13]2[C:12]([C:11]([OH:43])=[O:10])=[N:17][CH:16]=[CH:15][N:14]=2)=[O:19])=[N:26][CH:25]=1. (4) Given the reactants [Br:1][C:2]1[CH:12]=[CH:11][C:5]([CH2:6][NH:7][CH:8]2[CH2:10][CH2:9]2)=[C:4]([O:13][C:14]2[CH:15]=[N:16][CH:17]=[CH:18][CH:19]=2)[CH:3]=1.[CH3:20][C:21]([O:24][C:25](O[C:25]([O:24][C:21]([CH3:23])([CH3:22])[CH3:20])=[O:26])=[O:26])([CH3:23])[CH3:22], predict the reaction product. The product is: [C:21]([O:24][C:25](=[O:26])[N:7]([CH2:6][C:5]1[CH:11]=[CH:12][C:2]([Br:1])=[CH:3][C:4]=1[O:13][C:14]1[CH:15]=[N:16][CH:17]=[CH:18][CH:19]=1)[CH:8]1[CH2:10][CH2:9]1)([CH3:23])([CH3:22])[CH3:20]. (5) Given the reactants ClC(Cl)(O[C:5](=[O:11])OC(Cl)(Cl)Cl)Cl.Cl.[Cl:14][C:15]1[CH:20]=[CH:19][C:18]([C:21]2[N:22]=[C:23]([CH:33]3[CH2:38][CH2:37][NH:36][CH2:35][CH2:34]3)[S:24][C:25]=2[C:26]2[CH:31]=[CH:30][C:29]([CH3:32])=[CH:28][CH:27]=2)=[CH:17][CH:16]=1.C(N(CC)CC)C.Cl.[CH3:47][NH:48][OH:49].[Cl-].[NH4+], predict the reaction product. The product is: [Cl:14][C:15]1[CH:20]=[CH:19][C:18]([C:21]2[N:22]=[C:23]([CH:33]3[CH2:38][CH2:37][N:36]([C:5](=[O:11])[N:48]([OH:49])[CH3:47])[CH2:35][CH2:34]3)[S:24][C:25]=2[C:26]2[CH:31]=[CH:30][C:29]([CH3:32])=[CH:28][CH:27]=2)=[CH:17][CH:16]=1. (6) Given the reactants Br[C:2]1[CH:27]=[C:26]([C:28]([F:31])([F:30])[F:29])[CH:25]=[CH:24][C:3]=1[CH2:4][NH:5][C:6]1[CH:11]=[CH:10][C:9]([C:12]2[CH:17]=[CH:16][C:15]([C:18]([F:21])([F:20])[F:19])=[CH:14][C:13]=2[CH3:22])=[C:8]([Cl:23])[CH:7]=1.CC1(C)C(C)(C)OB([C:40]2[CH:41]=[CH:42][C:43]([C:46]([NH:48][CH2:49][CH2:50][C:51]([O:53][CH2:54][CH3:55])=[O:52])=[O:47])=[N:44][CH:45]=2)O1.C([O-])([O-])=O.[K+].[K+].O, predict the reaction product. The product is: [Cl:23][C:8]1[CH:7]=[C:6]([NH:5][CH2:4][C:3]2[CH:24]=[CH:25][C:26]([C:28]([F:31])([F:30])[F:29])=[CH:27][C:2]=2[C:40]2[CH:41]=[CH:42][C:43]([C:46]([NH:48][CH2:49][CH2:50][C:51]([O:53][CH2:54][CH3:55])=[O:52])=[O:47])=[N:44][CH:45]=2)[CH:11]=[CH:10][C:9]=1[C:12]1[CH:17]=[CH:16][C:15]([C:18]([F:21])([F:20])[F:19])=[CH:14][C:13]=1[CH3:22]. (7) Given the reactants [Cl:1][C:2]1[CH:3]=[C:4]2[C:12](=[CH:13][CH:14]=1)[O:11][C:7]1([CH2:10][CH2:9][CH2:8]1)[CH2:6]/[C:5]/2=[CH:15]\[C:16]([OH:18])=[O:17].[H][H], predict the reaction product. The product is: [Cl:1][C:2]1[CH:3]=[C:4]2[C:12](=[CH:13][CH:14]=1)[O:11][C:7]1([CH2:8][CH2:9][CH2:10]1)[CH2:6][CH:5]2[CH2:15][C:16]([OH:18])=[O:17].